This data is from Reaction yield outcomes from USPTO patents with 853,638 reactions. The task is: Predict the reaction yield, written as a fraction of the theoretical maximum amount of product (1.0 means a 100% yield; for example, 0.34 means a 34% yield). (1) The reactants are [F:1][C:2]1[CH:7]=[CH:6][CH:5]=[C:4]([F:8])[C:3]=1[C:9]1[N:10]([S:27]([C:30]2[CH:35]=[CH:34][CH:33]=[CH:32][CH:31]=2)(=[O:29])=[O:28])[C:11]2[C:16]([CH:17]=1)=[CH:15][C:14](B1OC(C)(C)C(C)(C)O1)=[CH:13][CH:12]=2.Br[C:37]1[C:38]([CH3:44])=[CH:39][C:40]([Cl:43])=[N:41][CH:42]=1.C(=O)([O-])[O-].[K+].[K+]. The catalyst is O1CCOCC1.O.CCOC(C)=O. The product is [Cl:43][C:40]1[N:41]=[CH:42][C:37]([C:14]2[CH:15]=[C:16]3[C:11](=[CH:12][CH:13]=2)[N:10]([S:27]([C:30]2[CH:35]=[CH:34][CH:33]=[CH:32][CH:31]=2)(=[O:28])=[O:29])[C:9]([C:3]2[C:4]([F:8])=[CH:5][CH:6]=[CH:7][C:2]=2[F:1])=[CH:17]3)=[C:38]([CH3:44])[CH:39]=1. The yield is 0.741. (2) The reactants are [C:1]([C:3]1[C:4]([C:17]2[CH:22]=[CH:21][C:20]([Cl:23])=[CH:19][C:18]=2[Cl:24])=[C:5]([C:14](O)=[O:15])[S:6][C:7]=1[N:8]1[CH2:13][CH2:12][O:11][CH2:10][CH2:9]1)#[N:2].[NH2:25][CH2:26][CH2:27][NH:28]C(OC(C)(C)C)=O.Cl.CN(C)CCCN=C=NCC.ON1C2C=CC=CC=2N=N1.Cl. The catalyst is C(Cl)Cl.O.O1CCOCC1. The product is [NH2:25][CH2:26][CH2:27][NH:28][C:14]([C:5]1[S:6][C:7]([N:8]2[CH2:9][CH2:10][O:11][CH2:12][CH2:13]2)=[C:3]([C:1]#[N:2])[C:4]=1[C:17]1[CH:22]=[CH:21][C:20]([Cl:23])=[CH:19][C:18]=1[Cl:24])=[O:15]. The yield is 0.670. (3) The reactants are [CH2:1]([CH:3]([CH2:17][CH3:18])[C:4]([C:6]1[O:7][C:8]2[CH:15]=[CH:14][C:13]([F:16])=[CH:12][C:9]=2[C:10]=1[CH3:11])=[O:5])[CH3:2].[BH4-].[Na+].O. The catalyst is CO.O1CCCC1. The product is [CH2:17]([CH:3]([CH2:1][CH3:2])[CH:4]([C:6]1[O:7][C:8]2[CH:15]=[CH:14][C:13]([F:16])=[CH:12][C:9]=2[C:10]=1[CH3:11])[OH:5])[CH3:18]. The yield is 1.00. (4) The reactants are [C:1]([OH:8])(=[O:7])[CH2:2][CH2:3][C:4]([OH:6])=[O:5].[CH2:9]([C@@H:16]1[NH:21][CH2:20][CH2:19][N:18]([C:22]2[C:31]3[CH:30]=[C:29]([CH3:32])[S:28][C:27]=3[C:26](=[O:33])[C:25]3[CH:34]=[CH:35][CH:36]=[CH:37][C:24]=3[N:23]=2)[CH2:17]1)[C:10]1[CH:15]=[CH:14][CH:13]=[CH:12][CH:11]=1.[C:38](O[BH-](OC(=O)C)OC(=O)C)(=O)C.[Na+]. No catalyst specified. The product is [C:1]([OH:8])(=[O:7])[CH2:2][CH2:3][C:4]([OH:6])=[O:5].[CH2:9]([C@@H:16]1[N:21]([CH3:38])[CH2:20][CH2:19][N:18]([C:22]2[C:31]3[CH:30]=[C:29]([CH3:32])[S:28][C:27]=3[C:26](=[O:33])[C:25]3[CH:34]=[CH:35][CH:36]=[CH:37][C:24]=3[N:23]=2)[CH2:17]1)[C:10]1[CH:11]=[CH:12][CH:13]=[CH:14][CH:15]=1. The yield is 0.370. (5) The reactants are [NH:1]1[C:9]2[C:4](=[CH:5][CH:6]=[C:7]3[CH2:13][CH2:12][CH2:11][CH2:10][C:8]3=2)[C:3](=O)[C:2]1=[O:15].C(OC[C:21](=O)[CH2:22][C:23]1[CH:28]=[CH:27][C:26]([Cl:29])=[C:25]([Cl:30])[CH:24]=1)(=O)C.[C:32]([OH:35])(=[O:34])C.Cl. The catalyst is C(O)C.[OH-].[Na+].O.C(#N)C. The product is [Cl:30][C:25]1[CH:24]=[C:23]([CH:28]=[CH:27][C:26]=1[Cl:29])[CH2:22][C:21]1[C:2]([OH:15])=[C:3]([C:32]([OH:35])=[O:34])[C:4]2[C:9](=[C:8]3[CH2:10][CH2:11][CH2:12][CH2:13][C:7]3=[CH:6][CH:5]=2)[N:1]=1. The yield is 0.200. (6) The product is [CH3:12][N:11]1[C:10]2[C:2](=[CH:3][CH:4]=[C:5]3[C:9]=2[N:8]([CH2:16][C@@H:17]([NH:19][C:20](=[O:29])[O:21][CH2:22][C:23]2[CH:28]=[CH:27][CH:26]=[CH:25][CH:24]=2)[CH3:18])[N:7]=[CH:6]3)[O:15][CH2:14][CH2:13]1. The reactants are O[C:2]1[C:10]([N:11]([CH2:13][CH2:14][OH:15])[CH3:12])=[C:9]2[C:5]([CH:6]=[N:7][N:8]2[CH2:16][C@@H:17]([NH:19][C:20](=[O:29])[O:21][CH2:22][C:23]2[CH:28]=[CH:27][CH:26]=[CH:25][CH:24]=2)[CH3:18])=[CH:4][CH:3]=1.C1(P(C2C=CC=CC=2)C2C=CC=CC=2)C=CC=CC=1.N(C(OCC)=O)=NC(OCC)=O.[Cl-].[NH4+]. The catalyst is O1CCCC1. The yield is 0.890.